The task is: Predict the reactants needed to synthesize the given product.. This data is from Full USPTO retrosynthesis dataset with 1.9M reactions from patents (1976-2016). (1) Given the product [Br:1][C:2]1[CH:3]=[C:4]2[CH:10]=[CH:9][N:8]([S:11]([C:14]3[CH:20]=[CH:19][C:17]([CH3:18])=[CH:16][CH:15]=3)(=[O:13])=[O:12])[C:5]2=[N:6][CH:7]=1, predict the reactants needed to synthesize it. The reactants are: [Br:1][C:2]1[CH:3]=[C:4]2[CH:10]=[CH:9][NH:8][C:5]2=[N:6][CH:7]=1.[S:11](Cl)([C:14]1[CH:20]=[CH:19][C:17]([CH3:18])=[CH:16][CH:15]=1)(=[O:13])=[O:12].[OH-].[Na+].C1(C)C=CC=CC=1. (2) Given the product [CH3:3][O:4][C:5]([C:7]1[C:11]([N+:12]([O-:14])=[O:13])=[CH:10][N:9]([CH3:15])[N:8]=1)=[O:6], predict the reactants needed to synthesize it. The reactants are: [H-].[Na+].[CH3:3][O:4][C:5]([C:7]1[C:11]([N+:12]([O-:14])=[O:13])=[CH:10][NH:9][N:8]=1)=[O:6].[CH3:15]I. (3) Given the product [CH:18]1([N:7]([CH:1]2[CH2:6][CH2:5][CH2:4][CH2:3][CH2:2]2)[C:8]([NH:10][C:11]2[S:12][C:13]([CH2:16][N:25]3[CH2:29][CH2:28][C:27](=[O:30])[NH:26]3)=[CH:14][N:15]=2)=[O:9])[CH2:19][CH2:20][CH2:21][CH2:22][CH2:23]1, predict the reactants needed to synthesize it. The reactants are: [CH:1]1([N:7]([CH:18]2[CH2:23][CH2:22][CH2:21][CH2:20][CH2:19]2)[C:8]([NH:10][C:11]2[S:12][C:13]([CH:16]=O)=[CH:14][N:15]=2)=[O:9])[CH2:6][CH2:5][CH2:4][CH2:3][CH2:2]1.Cl.[NH:25]1[CH2:29][CH2:28][C:27](=[O:30])[NH:26]1.C(O[BH-](OC(=O)C)OC(=O)C)(=O)C.[Na+]. (4) Given the product [Cl:27][C:28]1[CH:35]=[CH:34][CH:33]=[C:32]([N:7]2[CH2:6][CH2:5][C:4]([CH2:3][C:1]#[N:2])([CH2:10][NH:11][C@@H:18]3[CH2:20][C@H:19]3[C:21]3[CH:22]=[CH:23][CH:24]=[CH:25][CH:26]=3)[CH2:9][CH2:8]2)[C:29]=1[C:30]#[N:31].[C:12]([OH:17])([C:13]([F:16])([F:15])[F:14])=[O:46], predict the reactants needed to synthesize it. The reactants are: [C:1]([CH2:3][C:4]1([CH2:10][N:11]([C@@H:18]2[CH2:20][C@H:19]2[C:21]2[CH:26]=[CH:25][CH:24]=[CH:23][CH:22]=2)[C:12](=[O:17])[C:13]([F:16])([F:15])[F:14])[CH2:9][CH2:8][NH:7][CH2:6][CH2:5]1)#[N:2].[Cl:27][C:28]1[CH:35]=[CH:34][CH:33]=[C:32](F)[C:29]=1[C:30]#[N:31].CCN(C(C)C)C(C)C.[OH-:46].[Na+]. (5) Given the product [CH2:24]([O:23][C:21](=[O:22])[CH:20]([N:26]([C:9]([O:11][C:12]([CH3:13])([CH3:14])[CH3:15])=[O:10])[CH3:27])[C:19]([O:18][CH2:16][CH3:17])=[O:35])[CH3:25], predict the reactants needed to synthesize it. The reactants are: [C:9](O[C:9]([O:11][C:12]([CH3:15])([CH3:14])[CH3:13])=[O:10])([O:11][C:12]([CH3:15])([CH3:14])[CH3:13])=[O:10].[CH2:16]([O:18][C:19](=[O:35])[CH:20]([N:26](CC1C=CC=CC=1)[CH3:27])[C:21]([O:23][CH2:24][CH3:25])=[O:22])[CH3:17].[H][H]. (6) Given the product [F:27][C:21]1[CH:22]=[C:23]([F:26])[CH:24]=[CH:25][C:20]=1[CH2:19][C:9]1[C:10]([CH2:17][CH3:18])=[N:11][C:12]2[C:7]([C:8]=1[O:28][CH:29]([F:30])[F:31])=[C:6]([O:5][CH2:4][C:3]([OH:32])=[O:2])[CH:15]=[CH:14][C:13]=2[F:16], predict the reactants needed to synthesize it. The reactants are: C[O:2][C:3](=[O:32])[CH2:4][O:5][C:6]1[CH:15]=[CH:14][C:13]([F:16])=[C:12]2[C:7]=1[C:8]([O:28][CH:29]([F:31])[F:30])=[C:9]([CH2:19][C:20]1[CH:25]=[CH:24][C:23]([F:26])=[CH:22][C:21]=1[F:27])[C:10]([CH2:17][CH3:18])=[N:11]2.CO.O.[OH-].[Li+]. (7) Given the product [CH:31]1([CH2:30][N:19]([C:20]2[CH:25]=[CH:24][C:23]([S:26]([CH3:29])(=[O:27])=[O:28])=[CH:22][CH:21]=2)[C:17](=[O:18])[NH:16][C:14]2[S:15][C:11]([S:8]([NH:7][CH2:6][CH2:5][C:4]([OH:36])=[O:3])(=[O:10])=[O:9])=[CH:12][N:13]=2)[CH2:35][CH2:34][CH2:33][CH2:32]1, predict the reactants needed to synthesize it. The reactants are: C([O:3][C:4](=[O:36])[CH2:5][CH2:6][NH:7][S:8]([C:11]1[S:15][C:14]([NH:16][C:17]([N:19]([CH2:30][CH:31]2[CH2:35][CH2:34][CH2:33][CH2:32]2)[C:20]2[CH:25]=[CH:24][C:23]([S:26]([CH3:29])(=[O:28])=[O:27])=[CH:22][CH:21]=2)=[O:18])=[N:13][CH:12]=1)(=[O:10])=[O:9])C.C1(CN(C2C=CC(S(C)(=O)=O)=CC=2)C(=O)NC2SC=C(CC(O)=O)N=2)CCCC1.C1(CNC2C=CC(S(C)(=O)=O)=CC=2)CCCC1.C(OC(=O)CCNS(C1SC(N)=NC=1)(=O)=O)C.COC([C@@H]1CCCN1S(C1SC(N)=NC=1)(=O)=O)=O.